This data is from Forward reaction prediction with 1.9M reactions from USPTO patents (1976-2016). The task is: Predict the product of the given reaction. (1) Given the reactants Br[C:2]1[CH:25]=[CH:24][C:5]([C:6]([N:8]([CH2:13][C:14]2[CH:23]=[CH:22][C:17]([C:18]([O:20][CH3:21])=[O:19])=[CH:16][CH:15]=2)[CH2:9][CH:10]2[CH2:12][CH2:11]2)=[O:7])=[CH:4][CH:3]=1.[F:26][C:27]1[CH:32]=[CH:31][C:30]([OH:33])=[C:29]([O:34][CH3:35])[CH:28]=1.C1(O)C=CC=CC=1, predict the reaction product. The product is: [CH:10]1([CH2:9][N:8]([CH2:13][C:14]2[CH:23]=[CH:22][C:17]([C:18]([O:20][CH3:21])=[O:19])=[CH:16][CH:15]=2)[C:6](=[O:7])[C:5]2[CH:24]=[CH:25][C:2]([O:33][C:30]3[CH:31]=[CH:32][C:27]([F:26])=[CH:28][C:29]=3[O:34][CH3:35])=[CH:3][CH:4]=2)[CH2:12][CH2:11]1. (2) Given the reactants [C:1]([O:5][C:6]([N:8]1[CH2:13][CH2:12][N:11]([C:14]2[CH:19]=[CH:18][C:17]([NH:20][C:21]3[N:26]=[C:25]([NH:27][CH:28]4[CH2:32][CH2:31][CH2:30][CH2:29]4)[C:24]([N+:33]([O-])=O)=[CH:23][N:22]=3)=[CH:16][CH:15]=2)[CH2:10][CH2:9]1)=[O:7])([CH3:4])([CH3:3])[CH3:2], predict the reaction product. The product is: [NH2:33][C:24]1[C:25]([NH:27][CH:28]2[CH2:29][CH2:30][CH2:31][CH2:32]2)=[N:26][C:21]([NH:20][C:17]2[CH:18]=[CH:19][C:14]([N:11]3[CH2:12][CH2:13][N:8]([C:6]([O:5][C:1]([CH3:4])([CH3:3])[CH3:2])=[O:7])[CH2:9][CH2:10]3)=[CH:15][CH:16]=2)=[N:22][CH:23]=1. (3) The product is: [NH:8]1[C:5]2=[N:6][N:7]=[CH:2][CH:3]=[C:4]2[C:10]([NH2:11])=[N:9]1. Given the reactants Cl[C:2]1[CH:3]=[C:4]2[C:10]([NH2:11])=[N:9][NH:8][C:5]2=[N:6][N:7]=1.[OH-].[Na+], predict the reaction product. (4) Given the reactants [Cl:1]N1C(=O)CCC1=O.CSC.[F:12][C:13]([F:35])([F:34])[O:14][C:15]1[CH:20]=[CH:19][C:18]([NH:21]/[N:22]=[CH:23]/[C:24]2[CH:33]=[CH:32][C:27]([C:28]([O:30][CH3:31])=[O:29])=[CH:26][CH:25]=2)=[CH:17][CH:16]=1, predict the reaction product. The product is: [Cl:1][C:23](=[N:22][NH:21][C:18]1[CH:19]=[CH:20][C:15]([O:14][C:13]([F:34])([F:35])[F:12])=[CH:16][CH:17]=1)[C:24]1[CH:33]=[CH:32][C:27]([C:28]([O:30][CH3:31])=[O:29])=[CH:26][CH:25]=1. (5) Given the reactants [CH2:1]([O:5][CH2:6][CH2:7][O:8][C:9]1[CH:14]=[CH:13][C:12]([C:15]2[CH:16]=[CH:17][C:18]3[N:24]([CH2:25][CH:26]([CH3:28])[CH3:27])[CH2:23][CH2:22][C:21]([C:29]([OH:31])=O)=[CH:20][C:19]=3[CH:32]=2)=[CH:11][CH:10]=1)[CH2:2][CH2:3][CH3:4].CN(C=O)C.S(Cl)(Cl)=O.[CH3:42][N:43]1[CH:47]=[CH:46][N:45]=[C:44]1[CH2:48][S:49][C:50]1[CH:56]=[CH:55][C:53]([NH2:54])=[CH:52][CH:51]=1, predict the reaction product. The product is: [CH2:1]([O:5][CH2:6][CH2:7][O:8][C:9]1[CH:14]=[CH:13][C:12]([C:15]2[CH:16]=[CH:17][C:18]3[N:24]([CH2:25][CH:26]([CH3:28])[CH3:27])[CH2:23][CH2:22][C:21]([C:29]([NH:54][C:53]4[CH:55]=[CH:56][C:50]([S:49][CH2:48][C:44]5[N:43]([CH3:42])[CH:47]=[CH:46][N:45]=5)=[CH:51][CH:52]=4)=[O:31])=[CH:20][C:19]=3[CH:32]=2)=[CH:11][CH:10]=1)[CH2:2][CH2:3][CH3:4].